Dataset: Full USPTO retrosynthesis dataset with 1.9M reactions from patents (1976-2016). Task: Predict the reactants needed to synthesize the given product. (1) Given the product [N:11]1([C:14]2[CH:15]=[C:16]([NH:20][CH2:21][CH2:22][N:23]3[CH2:24][CH2:25][CH2:26][CH2:27]3)[CH:17]=[CH:18][CH:19]=2)[CH2:10][CH2:9][NH:8][CH2:13][CH2:12]1, predict the reactants needed to synthesize it. The reactants are: C(OC([N:8]1[CH2:13][CH2:12][N:11]([C:14]2[CH:19]=[CH:18][CH:17]=[C:16]([NH:20][CH2:21][CH2:22][N:23]3[CH2:27][CH2:26][CH2:25][CH2:24]3)[CH:15]=2)[CH2:10][CH2:9]1)=O)(C)(C)C.Cl. (2) Given the product [CH2:1]([C:3]1[CH:8]=[C:7]([OH:9])[C:6]([F:18])=[CH:5][C:4]=1[C:19]1[N:24]=[C:23]([NH:25][CH2:26][C:27]2[CH:32]=[CH:31][CH:30]=[CH:29][C:28]=2[N:33]([CH3:38])[S:34]([CH3:37])(=[O:35])=[O:36])[C:22]2[C:39]([C:52]3[NH:56][CH:55]=[C:54]([CH3:57])[N:53]=3)=[N:40][NH:41][C:21]=2[CH:20]=1)[CH3:2], predict the reactants needed to synthesize it. The reactants are: [CH2:1]([C:3]1[CH:8]=[C:7]([O:9]COCC[Si](C)(C)C)[C:6]([F:18])=[CH:5][C:4]=1[C:19]1[N:24]=[C:23]([NH:25][CH2:26][C:27]2[CH:32]=[CH:31][CH:30]=[CH:29][C:28]=2[N:33]([CH3:38])[S:34]([CH3:37])(=[O:36])=[O:35])[C:22]2[C:39](I)=[N:40][N:41](COCC[Si](C)(C)C)[C:21]=2[CH:20]=1)[CH3:2].I[C:52]1[NH:53][C:54]([CH3:57])=[CH:55][N:56]=1. (3) Given the product [NH2:18][C:15]1[CH:14]=[CH:13][C:12]([N:11]2[CH2:10][CH2:9][CH:8]([OH:21])[CH2:25][CH2:24]2)=[CH:17][CH:16]=1, predict the reactants needed to synthesize it. The reactants are: CN1CCN([CH2:8][CH2:9][CH2:10][NH:11][C:12]2[CH:17]=[CH:16][C:15]([N+:18]([O-])=O)=[CH:14][CH:13]=2)CC1.[OH2:21].NN.[CH3:24][CH2:25]O.